This data is from Reaction yield outcomes from USPTO patents with 853,638 reactions. The task is: Predict the reaction yield, written as a fraction of the theoretical maximum amount of product (1.0 means a 100% yield; for example, 0.34 means a 34% yield). (1) The reactants are [NH2:1][C:2]1[CH:7]=[C:6]([C:8]([F:11])([F:10])[F:9])[CH:5]=[CH:4][N:3]=1.[C:12]1([O:18][C:19](Cl)=[O:20])[CH:17]=[CH:16][CH:15]=[CH:14][CH:13]=1.N1C=CC=CC=1. The catalyst is C(Cl)Cl.CCOCC. The product is [F:10][C:8]([F:9])([F:11])[C:6]1[CH:5]=[CH:4][N:3]=[C:2]([NH:1][C:19](=[O:20])[O:18][C:12]2[CH:17]=[CH:16][CH:15]=[CH:14][CH:13]=2)[CH:7]=1. The yield is 0.920. (2) The reactants are [C:1]([O:4][C:5](=[O:7])[CH3:6])(=O)[CH3:2].N1C=CC=CC=1.[CH2:14](O)[CH2:15][CH2:16][CH2:17][CH2:18][CH2:19][CH2:20][CH2:21]/[CH:22]=[CH:23]\[CH2:24][CH3:25].CCOC(C)=O. The catalyst is C(Cl)Cl.C(OCC)C. The product is [C:5]([O:4][CH2:1][CH2:2][CH2:25][CH2:24][CH2:23][CH2:22][CH2:21][CH2:20][CH2:19][CH2:18]/[CH:17]=[CH:16]\[CH2:15][CH3:14])(=[O:7])[CH3:6]. The yield is 0.840. (3) The reactants are Cl[C:2]1[CH:7]=[C:6]([C:8]2[CH:13]=[CH:12][CH:11]=[CH:10][CH:9]=2)[N:5]=[CH:4][N:3]=1.[CH3:14][C:15]1[CH:20]=[CH:19][CH:18]=[C:17]([CH3:21])[C:16]=1B(O)O.C(=O)([O-])[O-].[Na+].[Na+].CN(C)C=O. The product is [C:8]1([C:6]2[CH:7]=[C:2]([C:16]3[C:15]([CH3:14])=[CH:20][CH:19]=[CH:18][C:17]=3[CH3:21])[N:3]=[CH:4][N:5]=2)[CH:9]=[CH:10][CH:11]=[CH:12][CH:13]=1. The yield is 0.230. The catalyst is O. (4) The reactants are [CH3:1][O:2][C:3]1[CH:8]=[CH:7][CH:6]=[CH:5][C:4]=1[N:9]1[CH2:14][CH2:13][N:12]([CH2:15]/[CH:16]=[CH:17]/[CH2:18][NH2:19])[CH2:11][CH2:10]1.ClC/C=C/CN1[C:29](=[O:30])[C:28]2=[CH:31][CH:32]=[CH:33][CH:34]=[C:27]2[C:26]1=[O:35].COC1C=CC=CC=1N1CCNCC1. No catalyst specified. The product is [CH3:1][O:2][C:3]1[CH:8]=[CH:7][CH:6]=[CH:5][C:4]=1[N:9]1[CH2:10][CH2:11][N:12]([CH2:15]/[CH:16]=[CH:17]/[CH2:18][N:19]2[C:29](=[O:30])[C:28]3=[CH:31][CH:32]=[CH:33][CH:34]=[C:27]3[C:26]2=[O:35])[CH2:13][CH2:14]1. The yield is 0.856. (5) The reactants are Cl[C:2]1[N:11]=[C:10]([N:12]([CH3:14])[CH3:13])[C:9]2[CH2:8][CH2:7][CH2:6][CH2:5][C:4]=2[N:3]=1.C(OC(=O)[NH:24][C@H:25]1[CH2:30][CH2:29][C@@H:28]([NH2:31])[CH2:27][CH2:26]1)C1C=CC=CC=1.C([O-])(O)=O.[Na+]. The catalyst is C(O)CCC.CO.[Pd]. The product is [NH2:24][C@@H:25]1[CH2:30][CH2:29][C@H:28]([NH:31][C:2]2[N:11]=[C:10]([N:12]([CH3:14])[CH3:13])[C:9]3[CH2:8][CH2:7][CH2:6][CH2:5][C:4]=3[N:3]=2)[CH2:27][CH2:26]1. The yield is 0.720.